Dataset: Choline transporter screen with 302,306 compounds. Task: Binary Classification. Given a drug SMILES string, predict its activity (active/inactive) in a high-throughput screening assay against a specified biological target. (1) The compound is Clc1c(OCC(=O)Nc2ccc(S(=O)(=O)NC3=NCCCCC3)cc2)cc(cc1)C. The result is 0 (inactive). (2) The drug is S(CC(=O)NC1CCCCC1)c1n(CC)c(nn1)c1sccc1. The result is 0 (inactive).